Task: Predict the reaction yield, written as a fraction of the theoretical maximum amount of product (1.0 means a 100% yield; for example, 0.34 means a 34% yield).. Dataset: Reaction yield outcomes from USPTO patents with 853,638 reactions (1) The reactants are [NH2:1][C@@H:2]([CH:44]([CH3:46])[CH3:45])[C:3]([N:5]1[CH2:9][CH2:8][CH2:7][C@H:6]1[C:10]1[NH:11][C:12]([C:15]2[CH:20]=[CH:19][C:18]([C:21]3[CH:26]=[CH:25][C:24]([C:27]4[NH:31][C:30]([C@@H:32]5[CH2:36][CH2:35][CH2:34][N:33]5[C:37]([O:39][C:40]([CH3:43])([CH3:42])[CH3:41])=[O:38])=[N:29][CH:28]=4)=[CH:23][CH:22]=3)=[CH:17][CH:16]=2)=[CH:13][N:14]=1)=[O:4].Br[C:48]1[N:53]=[CH:52][CH:51]=[CH:50][N:49]=1.CCN(C(C)C)C(C)C. The catalyst is C1(C)C=CC=CC=1.CS(C)=O. The product is [CH3:45][CH:44]([CH3:46])[C@H:2]([NH:1][C:48]1[N:53]=[CH:52][CH:51]=[CH:50][N:49]=1)[C:3]([N:5]1[CH2:9][CH2:8][CH2:7][C@H:6]1[C:10]1[NH:11][C:12]([C:15]2[CH:20]=[CH:19][C:18]([C:21]3[CH:22]=[CH:23][C:24]([C:27]4[NH:31][C:30]([C@@H:32]5[CH2:36][CH2:35][CH2:34][N:33]5[C:37]([O:39][C:40]([CH3:41])([CH3:43])[CH3:42])=[O:38])=[N:29][CH:28]=4)=[CH:25][CH:26]=3)=[CH:17][CH:16]=2)=[CH:13][N:14]=1)=[O:4]. The yield is 0.740. (2) The reactants are [CH3:1][O:2][C:3]1[CH:4]=[CH:5][C:6]([N+:12]([O-:14])=[O:13])=[C:7]([CH:11]=1)[C:8]([NH2:10])=O.FC(F)(F)C(OC(=O)C(F)(F)F)=O.C(N(CC)CC)C. The catalyst is C(Cl)Cl. The product is [CH3:1][O:2][C:3]1[CH:4]=[CH:5][C:6]([N+:12]([O-:14])=[O:13])=[C:7]([CH:11]=1)[C:8]#[N:10]. The yield is 0.920. (3) The reactants are [CH:1]([NH:4][S:5]([C:8]1[CH:13]=[CH:12][CH:11]=[CH:10][C:9]=1[N+:14]([O-:16])=[O:15])(=[O:7])=[O:6])([CH3:3])[CH3:2].[H-].[Na+].Br[CH2:20][CH2:21][CH2:22][N:23]1[C:27](=[O:28])[C:26]2=[CH:29][CH:30]=[CH:31][CH:32]=[C:25]2[C:24]1=[O:33]. The catalyst is CN1CCCC1=O.C(OCC)(=O)C. The product is [O:33]=[C:24]1[C:25]2[C:26](=[CH:29][CH:30]=[CH:31][CH:32]=2)[C:27](=[O:28])[N:23]1[CH2:22][CH2:21][CH2:20][N:4]([CH:1]([CH3:3])[CH3:2])[S:5]([C:8]1[CH:13]=[CH:12][CH:11]=[CH:10][C:9]=1[N+:14]([O-:16])=[O:15])(=[O:7])=[O:6]. The yield is 0.730. (4) The reactants are [CH2:1]([O:4][C:5]1[C:10]([C:11]2[CH:16]=[CH:15][CH:14]=[CH:13][C:12]=2[Cl:17])=[C:9](Cl)[CH:8]=[CH:7][CH:6]=1)[CH:2]=[CH2:3].ClC1C=CC=CC=1C1C(O)=CC=CC=1[F:32]. The yield is 1.00. The product is [CH2:1]([O:4][C:5]1[C:10]([C:11]2[CH:16]=[CH:15][CH:14]=[CH:13][C:12]=2[Cl:17])=[C:9]([F:32])[CH:8]=[CH:7][CH:6]=1)[CH:2]=[CH2:3]. No catalyst specified. (5) The reactants are [CH:1]([C:4]1[N:9]=[C:8]([C:10](OCC)=[O:11])[CH:7]=[CH:6][CH:5]=1)([CH3:3])[CH3:2].[H-].[H-].[H-].[H-].[Li+].[Al+3]. The catalyst is C1COCC1. The product is [CH:1]([C:4]1[N:9]=[C:8]([CH2:10][OH:11])[CH:7]=[CH:6][CH:5]=1)([CH3:3])[CH3:2]. The yield is 0.860. (6) The reactants are [CH3:1][C:2]1([CH3:13])[C:6]2([CH2:11][CH2:10][C:9](=[O:12])[CH2:8][CH2:7]2)[CH2:5][CH2:4][O:3]1.[Li+].C[Si]([N-][Si](C)(C)C)(C)C.C1C=CC(N([S:31]([C:34]([F:37])([F:36])[F:35])(=[O:33])=[O:32])[S:31]([C:34]([F:37])([F:36])[F:35])(=[O:33])=[O:32])=CC=1. The catalyst is C1COCC1. The product is [F:35][C:34]([F:37])([F:36])[S:31]([O:12][C:9]1[CH2:10][CH2:11][C:6]2([C:2]([CH3:13])([CH3:1])[O:3][CH2:4][CH2:5]2)[CH2:7][CH:8]=1)(=[O:33])=[O:32]. The yield is 0.840.